This data is from Forward reaction prediction with 1.9M reactions from USPTO patents (1976-2016). The task is: Predict the product of the given reaction. (1) Given the reactants [CH3:1][C:2]1[C:3]([CH2:23][C:24]2[NH:28][C:27]3[CH:29]=[CH:30][C:31]([C:33]#[N:34])=[CH:32][C:26]=3[N:25]=2)=[C:4]2[C:8](=[C:9]([CH:11]=[CH2:12])[CH:10]=1)[N:7](S(C1C=CC(C)=CC=1)(=O)=O)[CH:6]=[CH:5]2.[OH-].[K+].C(N)CC(C)C, predict the reaction product. The product is: [CH3:1][C:2]1[C:3]([CH2:23][C:24]2[NH:28][C:27]3[CH:29]=[CH:30][C:31]([C:33]#[N:34])=[CH:32][C:26]=3[N:25]=2)=[C:4]2[C:8](=[C:9]([CH:11]=[CH2:12])[CH:10]=1)[NH:7][CH:6]=[CH:5]2. (2) Given the reactants [F:1][C:2]([F:15])([F:14])[O:3][C:4]1[CH:13]=[CH:12][C:7]2[N:8]=[C:9]([NH2:11])[S:10][C:6]=2[CH:5]=1.[Cl:16][C:17]1[CH:18]=[C:19]([CH:23]=[C:24]([Cl:26])[CH:25]=1)[C:20](Cl)=[O:21].Br[CH:28]([CH2:33][CH3:34])[C:29]([O:31]C)=[O:30].COC1C=CC2N=C(N)SC=2C=1.ClC1C=C(C=CC=1)C(Cl)=O.BrCC(OCC)=O, predict the reaction product. The product is: [Cl:16][C:17]1[CH:18]=[C:19]([CH:23]=[C:24]([Cl:26])[CH:25]=1)[C:20]([N:11]=[C:9]1[N:8]([CH:28]([CH2:33][CH3:34])[C:29]([OH:31])=[O:30])[C:7]2[CH:12]=[CH:13][C:4]([O:3][C:2]([F:1])([F:14])[F:15])=[CH:5][C:6]=2[S:10]1)=[O:21]. (3) Given the reactants [CH2:1]([C:3]1[S:7][C:6]([C:8](=[O:10])[CH3:9])=[C:5]2[CH2:11][CH2:12][C:13]([CH3:16])([CH3:15])[CH2:14][C:4]=12)[CH3:2].[CH2:17]([C:19]1[CH:24]=[C:23]([CH:25]=O)[CH:22]=[C:21]([CH3:27])[C:20]=1[CH:28]=[CH:29][C:30]([OH:32])=[O:31])[CH3:18].Cl, predict the reaction product. The product is: [CH2:17]([C:19]1[CH:24]=[C:23]([CH:25]=[CH:9][C:8]([C:6]2[S:7][C:3]([CH2:1][CH3:2])=[C:4]3[CH2:14][C:13]([CH3:15])([CH3:16])[CH2:12][CH2:11][C:5]=23)=[O:10])[CH:22]=[C:21]([CH3:27])[C:20]=1[CH:28]=[CH:29][C:30]([OH:32])=[O:31])[CH3:18]. (4) Given the reactants [F:1][C:2]1[CH:7]=[CH:6][CH:5]=[C:4]([N+:8]([O-:10])=[O:9])[C:3]=1F.BrC1C=CC=C([N+]([O-])=O)C=1[NH:22][CH2:23][CH2:24][OH:25], predict the reaction product. The product is: [F:1][C:2]1[CH:7]=[CH:6][CH:5]=[C:4]([N+:8]([O-:10])=[O:9])[C:3]=1[NH:22][CH2:23][CH2:24][OH:25]. (5) Given the reactants [N:1]1[CH:6]=[CH:5][C:4]([C:7]2[NH:8][C:9]3[C:14]([CH:15]=2)=[CH:13][C:12]([C:16]([OH:18])=O)=[CH:11][CH:10]=3)=[CH:3][CH:2]=1.[B-](F)(F)(F)F.CCOC(C(C#N)=[N:30]OC(N(C)C)=[N+](C)C)=O.C(N(C(C)C)C(C)C)C.[NH2:50][C@@H:51]([CH2:56][CH2:57][CH2:58][NH:59][C:60]1[CH:65]=[CH:64][CH:63]=[CH:62][CH:61]=1)[C:52](OC)=[O:53], predict the reaction product. The product is: [C:60]1([NH:59][CH2:58][CH2:57][CH2:56][CH:51]([NH:50][C:16]([C:12]2[CH:13]=[C:14]3[C:9](=[CH:10][CH:11]=2)[NH:8][C:7]([C:4]2[CH:3]=[CH:2][N:1]=[CH:6][CH:5]=2)=[CH:15]3)=[O:18])[C:52]([NH2:30])=[O:53])[CH:65]=[CH:64][CH:63]=[CH:62][CH:61]=1. (6) Given the reactants [CH2:1]([N:8]1[CH2:13][CH2:12][CH:11](O)[CH2:10][CH2:9]1)[C:2]1[CH:7]=[CH:6][CH:5]=[CH:4][CH:3]=1.Cl[C:16]([O:18]C1C=CC([N+]([O-])=O)=CC=1)=[O:17].N[CH:29]([C:36]1[CH:41]=[CH:40][CH:39]=[CH:38][CH:37]=1)[C:30]1[CH:35]=[CH:34][CH:33]=[CH:32][CH:31]=1.C(#[N:44])C, predict the reaction product. The product is: [C:16](=[O:17])([O:18][C:29]([CH:11]1[CH2:12][CH2:13][N:8]([CH2:1][C:2]2[CH:7]=[CH:6][CH:5]=[CH:4][CH:3]=2)[CH2:9][CH2:10]1)([C:36]1[CH:41]=[CH:40][CH:39]=[CH:38][CH:37]=1)[C:30]1[CH:35]=[CH:34][CH:33]=[CH:32][CH:31]=1)[NH2:44]. (7) The product is: [C:1]([O:5][C:6](=[O:28])[N:7]([C:19]1[CH:24]=[C:23]([CH3:25])[CH:22]=[C:21]([C:26]#[N:27])[CH:20]=1)[C:8]1[C:13]([CH:14]([CH3:16])[CH3:15])=[C:12]([O:30][CH3:29])[N:11]=[C:10]([O:33][CH3:32])[N:9]=1)([CH3:4])([CH3:3])[CH3:2]. Given the reactants [C:1]([O:5][C:6](=[O:28])[N:7]([C:19]1[CH:24]=[C:23]([CH3:25])[CH:22]=[C:21]([C:26]#[N:27])[CH:20]=1)[C:8]1[C:13]([CH:14]([CH3:16])[CH3:15])=[C:12](Cl)[N:11]=[C:10](Cl)[N:9]=1)([CH3:4])([CH3:3])[CH3:2].[CH3:29][O-:30].[Na+].[CH3:32][OH:33], predict the reaction product. (8) Given the reactants [CH3:1]I.[H-].[Na+].[O:5]1[CH2:9][CH2:8][CH2:7]C1.O=C1C[CH2:15][N:14]([C:17]([O:19][C:20]([CH3:23])([CH3:22])[CH3:21])=[O:18])[CH2:13][CH2:12]1, predict the reaction product. The product is: [CH3:1][C:8]1([CH3:7])[C:9](=[O:5])[CH2:12][CH2:13][N:14]([C:17]([O:19][C:20]([CH3:22])([CH3:21])[CH3:23])=[O:18])[CH2:15]1. (9) Given the reactants [OH:1][CH2:2][C:3]([CH3:20])([CH3:19])[CH2:4][NH:5][S:6]([CH2:9][C:10]1[CH:15]=[CH:14][C:13]([N+:16]([O-])=O)=[CH:12][CH:11]=1)(=[O:8])=[O:7].Cl.CN([CH:25]=[C:26]1[C:37]2[C:29](=[CH:30][CH:31]=[C:32]3[C:36]=2[S:35][CH:34]=[N:33]3)[NH:28][C:27]1=[O:38])C, predict the reaction product. The product is: [OH:1][CH2:2][C:3]([CH3:20])([CH3:19])[CH2:4][NH:5][S:6]([CH2:9][C:10]1[CH:15]=[CH:14][C:13]([NH:16][CH:25]=[C:26]2[C:37]3[C:29](=[CH:30][CH:31]=[C:32]4[C:36]=3[S:35][CH:34]=[N:33]4)[NH:28][C:27]2=[O:38])=[CH:12][CH:11]=1)(=[O:8])=[O:7]. (10) Given the reactants [Br:1][C:2]1[CH:3]=[C:4]([CH:7]=[C:8]([OH:11])[C:9]=1[OH:10])[CH:5]=[O:6].[F-].[K+].Br[CH2:15]Br.O, predict the reaction product. The product is: [Br:1][C:2]1[C:9]2[O:10][CH2:15][O:11][C:8]=2[CH:7]=[C:4]([CH:5]=[O:6])[CH:3]=1.